From a dataset of Reaction yield outcomes from USPTO patents with 853,638 reactions. Predict the reaction yield, written as a fraction of the theoretical maximum amount of product (1.0 means a 100% yield; for example, 0.34 means a 34% yield). (1) The reactants are Cl.[NH2:2][C:3]1[CH:36]=[CH:35][C:6]2[NH:7][C:8]([C:13]3[C:14](=[O:34])[C:15]([CH2:25][CH2:26][CH2:27][CH:28]4[CH2:33][CH2:32][CH2:31][CH2:30][CH2:29]4)([CH3:24])[C:16]4[C:21]([C:22]=3[OH:23])=[CH:20][CH:19]=[CH:18][CH:17]=4)=[N:9][S:10](=[O:12])(=[O:11])[C:5]=2[CH:4]=1.[S:37](Cl)([CH3:40])(=[O:39])=[O:38].N1C=CC=CC=1. The catalyst is CC(C)=O. The product is [CH:28]1([CH2:27][CH2:26][CH2:25][C:15]2([CH3:24])[C:16]3[C:21](=[CH:20][CH:19]=[CH:18][CH:17]=3)[C:22]([OH:23])=[C:13]([C:8]3[NH:7][C:6]4[CH:35]=[CH:36][C:3]([NH:2][S:37]([CH3:40])(=[O:39])=[O:38])=[CH:4][C:5]=4[S:10](=[O:12])(=[O:11])[N:9]=3)[C:14]2=[O:34])[CH2:29][CH2:30][CH2:31][CH2:32][CH2:33]1. The yield is 0.880. (2) The product is [C:44]([C:24]1[CH:25]=[C:26]([NH:27][C:28]([NH:30][C:31]2[CH:32]=[CH:33][C:34]([O:37][C:38]3[CH:43]=[CH:42][N:41]=[CH:40][CH:39]=3)=[CH:35][CH:36]=2)=[O:29])[N:22]([C:19]2[CH:18]=[CH:17][C:16]([C:15]([NH:8][CH2:7][CH2:6][N:1]3[CH2:5][CH2:4][CH2:3][CH2:2]3)=[O:14])=[CH:21][CH:20]=2)[N:23]=1)([CH3:47])([CH3:45])[CH3:46]. The catalyst is ClCCCl. The yield is 0.290. The reactants are [N:1]1([CH2:6][CH2:7][NH2:8])[CH2:5][CH2:4][CH2:3][CH2:2]1.C[Al](C)C.C[O:14][C:15](=O)[C:16]1[CH:21]=[CH:20][C:19]([N:22]2[C:26]([NH:27][C:28]([NH:30][C:31]3[CH:36]=[CH:35][C:34]([O:37][C:38]4[CH:43]=[CH:42][N:41]=[CH:40][CH:39]=4)=[CH:33][CH:32]=3)=[O:29])=[CH:25][C:24]([C:44]([CH3:47])([CH3:46])[CH3:45])=[N:23]2)=[CH:18][CH:17]=1. (3) The reactants are [Br:1][C:2]1[CH:3]=[C:4]([CH:18]=[C:19]([N+:21]([O-])=O)[CH:20]=1)[C:5]([NH:7][CH2:8][CH2:9][O:10][CH2:11][CH2:12][O:13][CH2:14][CH2:15][O:16][CH3:17])=[O:6].CC(O)=O.C(OCC)C. The catalyst is C1COCC1.[Pt]. The product is [NH2:21][C:19]1[CH:18]=[C:4]([CH:3]=[C:2]([Br:1])[CH:20]=1)[C:5]([NH:7][CH2:8][CH2:9][O:10][CH2:11][CH2:12][O:13][CH2:14][CH2:15][O:16][CH3:17])=[O:6]. The yield is 0.900. (4) The reactants are C([NH:9][C:10]1[N:18]=[CH:17][N:16]=[C:15]2[C:11]=1[N:12]=[CH:13][N:14]2[C:19]([C@@H:21]([C@H:31]([CH2:44][OH:45])[O:32][CH2:33][P:34]([O:40][CH:41]([CH3:43])[CH3:42])([O:36][CH:37]([CH3:39])[CH3:38])=[O:35])[O:22]C(=O)C1C=CC=CC=1)=[O:20])(=O)C1C=CC=CC=1.N. The catalyst is CO. The product is [N:18]1[C:10]([NH2:9])=[C:11]2[C:15]([N:14]([C:19]([C@@H:21]([C@H:31]([CH2:44][OH:45])[O:32][CH2:33][P:34]([O:40][CH:41]([CH3:43])[CH3:42])([O:36][CH:37]([CH3:39])[CH3:38])=[O:35])[OH:22])=[O:20])[CH:13]=[N:12]2)=[N:16][CH:17]=1. The yield is 0.840. (5) The reactants are [C:1]1([C:7]([C:16]2[CH:21]=[CH:20][CH:19]=[CH:18][CH:17]=2)([C:10]2[CH:15]=[CH:14][CH:13]=[CH:12][CH:11]=2)[O:8][NH2:9])[CH:6]=[CH:5][CH:4]=[CH:3][CH:2]=1.[CH:22](=O)[C:23]1[CH:28]=[CH:27][CH:26]=[CH:25][CH:24]=1. The catalyst is C(O)C. The product is [C:7]([O:8][N:9]=[CH:22][C:23]1[CH:28]=[CH:27][CH:26]=[CH:25][CH:24]=1)([C:16]1[CH:21]=[CH:20][CH:19]=[CH:18][CH:17]=1)([C:1]1[CH:2]=[CH:3][CH:4]=[CH:5][CH:6]=1)[C:10]1[CH:11]=[CH:12][CH:13]=[CH:14][CH:15]=1. The yield is 0.900.